Dataset: Forward reaction prediction with 1.9M reactions from USPTO patents (1976-2016). Task: Predict the product of the given reaction. (1) The product is: [C:25]1([S:31]([N:22]2[CH2:23][CH2:24][CH:19]([C:10]3[C:9]4[C:13](=[C:14]([C:16]([NH2:18])=[O:17])[CH:15]=[C:7]([C:1]5[CH:2]=[CH:3][CH:4]=[CH:5][CH:6]=5)[CH:8]=4)[NH:12][CH:11]=3)[CH2:20][CH2:21]2)(=[O:33])=[O:32])[CH:30]=[CH:29][CH:28]=[CH:27][CH:26]=1. Given the reactants [C:1]1([C:7]2[CH:8]=[C:9]3[C:13](=[C:14]([C:16]([NH2:18])=[O:17])[CH:15]=2)[NH:12][CH:11]=[C:10]3[CH:19]2[CH2:24][CH2:23][NH:22][CH2:21][CH2:20]2)[CH:6]=[CH:5][CH:4]=[CH:3][CH:2]=1.[C:25]1([S:31](Cl)(=[O:33])=[O:32])[CH:30]=[CH:29][CH:28]=[CH:27][CH:26]=1.C(N(CC)CC)C, predict the reaction product. (2) Given the reactants [CH3:1][NH2:2].CO.C(OC([NH:12][C:13]1[C:21]2[CH:20]=[CH:19][S:18][C:17]=2[CH:16]=[C:15]([C:22]([O:24]CC)=O)[CH:14]=1)=O)(C)(C)C.FC(F)(F)C(O)=O, predict the reaction product. The product is: [NH2:12][C:13]1[C:21]2[CH:20]=[CH:19][S:18][C:17]=2[CH:16]=[C:15]([C:22]([NH:2][CH3:1])=[O:24])[CH:14]=1. (3) Given the reactants C([NH:5][S:6]([C:9]1[CH:14]=[CH:13][C:12]([C:15]2[N:16]=[CH:17][N:18]([C:20]3[N:25]=[C:24]([C:26]([F:29])([F:28])[F:27])[CH:23]=[C:22]([C:30]4[CH:35]=[CH:34][C:33]([C:36]([F:39])([F:38])[F:37])=[CH:32][CH:31]=4)[N:21]=3)[CH:19]=2)=[CH:11][CH:10]=1)(=[O:8])=[O:7])(C)(C)C.C(O)(C(F)(F)F)=O, predict the reaction product. The product is: [F:29][C:26]([F:27])([F:28])[C:24]1[CH:23]=[C:22]([C:30]2[CH:35]=[CH:34][C:33]([C:36]([F:39])([F:38])[F:37])=[CH:32][CH:31]=2)[N:21]=[C:20]([N:18]2[CH:19]=[C:15]([C:12]3[CH:13]=[CH:14][C:9]([S:6]([NH2:5])(=[O:8])=[O:7])=[CH:10][CH:11]=3)[N:16]=[CH:17]2)[N:25]=1.